Dataset: Forward reaction prediction with 1.9M reactions from USPTO patents (1976-2016). Task: Predict the product of the given reaction. (1) Given the reactants [CH2:1]([O:8][C:9]1[CH:17]=[CH:16][C:12]([C:13]([OH:15])=O)=[CH:11][CH:10]=1)[C:2]1[CH:7]=[CH:6][CH:5]=[CH:4][CH:3]=1.[C:18]([O:22][C:23]([CH3:26])([CH3:25])[CH3:24])(=[O:21])[NH:19][NH2:20].Cl.CN(C)CCCN=C=NCC.O.ON1C2C=CC=CC=2N=N1, predict the reaction product. The product is: [CH2:1]([O:8][C:9]1[CH:10]=[CH:11][C:12]([C:13]([NH:20][NH:19][C:18]([O:22][C:23]([CH3:26])([CH3:25])[CH3:24])=[O:21])=[O:15])=[CH:16][CH:17]=1)[C:2]1[CH:3]=[CH:4][CH:5]=[CH:6][CH:7]=1. (2) Given the reactants [CH:1]1(N=C=NC2CCCCC2)CCCC[CH2:2]1.[Cl:16][C:17]1[CH:18]=[C:19]([CH2:24][C:25]([OH:27])=O)[CH:20]=[CH:21][C:22]=1[Cl:23].[N:28]1[CH:33]=[CH:32][CH:31]=[C:30]([CH:34]([OH:38])[CH2:35][NH:36][CH3:37])[CH:29]=1, predict the reaction product. The product is: [N:28]1[CH:33]=[CH:32][CH:31]=[C:30]([CH:34]([OH:38])[CH2:35][N:36]([C:25](=[O:27])[CH2:24][C:19]2[CH:20]=[CH:21][C:22]([Cl:23])=[C:17]([Cl:16])[CH:18]=2)[CH2:37][CH2:1][CH3:2])[CH:29]=1. (3) Given the reactants [CH3:1][C:2]([O:5][C@H:6]([CH3:30])[C@@H:7]([C:26]([O:28][CH3:29])=[O:27])[NH:8][C:9]([C:11]1[CH:16]=[CH:15][C:14]([C:17]2[CH:22]=[CH:21][CH:20]=[CH:19][CH:18]=2)=[CH:13][C:12]=1[N+:23]([O-])=O)=[O:10])([CH3:4])[CH3:3], predict the reaction product. The product is: [NH2:23][C:12]1[CH:13]=[C:14]([C:17]2[CH:18]=[CH:19][CH:20]=[CH:21][CH:22]=2)[CH:15]=[CH:16][C:11]=1[C:9]([NH:8][C@H:7]([C:26]([O:28][CH3:29])=[O:27])[C@@H:6]([CH3:30])[O:5][C:2]([CH3:3])([CH3:4])[CH3:1])=[O:10]. (4) Given the reactants [Cl:1][C:2]1[C:3]([CH3:9])=[C:4]([OH:8])[CH:5]=[CH:6][CH:7]=1.[Cl:10][C:11]1[CH:12]=[C:13]([C:18]2[C:30]([O:31][CH:32]([F:34])[F:33])=[CH:29][C:21]([C:22]([NH:24][S:25]([CH3:28])(=[O:27])=[O:26])=[O:23])=[C:20]([F:35])[CH:19]=2)[CH:14]=[N:15][C:16]=1F.C(=O)([O-])[O-].[Cs+].[Cs+], predict the reaction product. The product is: [Cl:10][C:11]1[CH:12]=[C:13]([C:18]2[C:30]([O:31][CH:32]([F:33])[F:34])=[CH:29][C:21]([C:22]([NH:24][S:25]([CH3:28])(=[O:26])=[O:27])=[O:23])=[C:20]([F:35])[CH:19]=2)[CH:14]=[N:15][C:16]=1[O:8][C:4]1[CH:5]=[CH:6][CH:7]=[C:2]([Cl:1])[C:3]=1[CH3:9].